From a dataset of NCI-60 drug combinations with 297,098 pairs across 59 cell lines. Regression. Given two drug SMILES strings and cell line genomic features, predict the synergy score measuring deviation from expected non-interaction effect. (1) Drug 1: CCC(=C(C1=CC=CC=C1)C2=CC=C(C=C2)OCCN(C)C)C3=CC=CC=C3.C(C(=O)O)C(CC(=O)O)(C(=O)O)O. Drug 2: C1CN1C2=NC(=NC(=N2)N3CC3)N4CC4. Cell line: PC-3. Synergy scores: CSS=21.1, Synergy_ZIP=0.365, Synergy_Bliss=-0.193, Synergy_Loewe=-5.65, Synergy_HSA=1.99. (2) Drug 1: CCCCCOC(=O)NC1=NC(=O)N(C=C1F)C2C(C(C(O2)C)O)O. Drug 2: CC1=C(N=C(N=C1N)C(CC(=O)N)NCC(C(=O)N)N)C(=O)NC(C(C2=CN=CN2)OC3C(C(C(C(O3)CO)O)O)OC4C(C(C(C(O4)CO)O)OC(=O)N)O)C(=O)NC(C)C(C(C)C(=O)NC(C(C)O)C(=O)NCCC5=NC(=CS5)C6=NC(=CS6)C(=O)NCCC[S+](C)C)O. Cell line: OVCAR3. Synergy scores: CSS=11.7, Synergy_ZIP=-0.205, Synergy_Bliss=3.60, Synergy_Loewe=-9.66, Synergy_HSA=1.01. (3) Drug 1: CS(=O)(=O)C1=CC(=C(C=C1)C(=O)NC2=CC(=C(C=C2)Cl)C3=CC=CC=N3)Cl. Drug 2: CNC(=O)C1=NC=CC(=C1)OC2=CC=C(C=C2)NC(=O)NC3=CC(=C(C=C3)Cl)C(F)(F)F. Cell line: NCI-H460. Synergy scores: CSS=27.2, Synergy_ZIP=0.641, Synergy_Bliss=-5.58, Synergy_Loewe=-23.3, Synergy_HSA=-6.95.